From a dataset of Forward reaction prediction with 1.9M reactions from USPTO patents (1976-2016). Predict the product of the given reaction. (1) Given the reactants C[O-].[Na+].[F:4][C:5]1[CH:10]=[C:9]([N+:11]([O-:13])=[O:12])[CH:8]=[C:7]([F:14])[C:6]=1[N:15]1[CH2:22][CH2:21][C:18]2([O:20][CH2:19]2)[CH2:17][CH2:16]1.[C:23](O)(=[O:25])C.O, predict the reaction product. The product is: [F:4][C:5]1[CH:10]=[C:9]([N+:11]([O-:13])=[O:12])[CH:8]=[C:7]([F:14])[C:6]=1[N:15]1[CH2:22][CH2:21][C:18]([CH2:19][O:25][CH3:23])([OH:20])[CH2:17][CH2:16]1. (2) Given the reactants Cl.[CH2:2]([C:5]1[N:10]=[CH:9][C:8]([NH2:11])=[C:7]([NH2:12])[CH:6]=1)[CH2:3][CH3:4].N1[CH:18]=[CH:17]C=CC=1.CN(C=[O:23])C.C([O-])(O)=O.[Na+], predict the reaction product. The product is: [NH2:12][C:7]1[CH:6]=[C:5]([CH2:2][CH2:3][CH3:4])[N:10]=[CH:9][C:8]=1[NH:11][C:17](=[O:23])[CH3:18]. (3) Given the reactants [CH2:1]([N:8]1[C@@H:16]2[C@@:11]([C:18]3[CH:23]=[CH:22][C:21]([O:24][CH3:25])=[C:20]([O:26][CH3:27])[CH:19]=3)([CH2:12][CH2:13][C:14](=O)[CH2:15]2)[CH2:10][CH2:9]1)[C:2]1[CH:7]=[CH:6][CH:5]=[CH:4][CH:3]=1.C([O-])(=O)C.[NH4+].C([BH3-])#[N:34].[Na+], predict the reaction product. The product is: [CH2:1]([N:8]1[C@@H:16]2[C@@:11]([C:18]3[CH:23]=[CH:22][C:21]([O:24][CH3:25])=[C:20]([O:26][CH3:27])[CH:19]=3)([CH2:12][CH2:13][C@H:14]([NH2:34])[CH2:15]2)[CH2:10][CH2:9]1)[C:2]1[CH:7]=[CH:6][CH:5]=[CH:4][CH:3]=1.